Predict the reactants needed to synthesize the given product. From a dataset of Full USPTO retrosynthesis dataset with 1.9M reactions from patents (1976-2016). (1) Given the product [Br:7][C:8]1[CH:14]=[CH:13][C:11]([NH:12][C:4](=[O:5])[CH2:3][C:2](=[O:6])[CH3:1])=[CH:10][CH:9]=1, predict the reactants needed to synthesize it. The reactants are: [CH2:1]=[C:2]1[O:6][C:4](=[O:5])[CH2:3]1.[Br:7][C:8]1[CH:14]=[CH:13][C:11]([NH2:12])=[CH:10][CH:9]=1. (2) The reactants are: [Cl:1][C:2]1[N:10]=[C:9]2[C:5]([N:6]=[CH:7][NH:8]2)=[C:4]([Cl:11])[N:3]=1.[O-]S([O-])(=O)=O.[Na+].[Na+].OS(O)(=O)=O.[C:24](O)([CH3:27])([CH3:26])[CH3:25]. Given the product [C:24]([N:8]1[CH:7]=[N:6][C:5]2[C:9]1=[N:10][C:2]([Cl:1])=[N:3][C:4]=2[Cl:11])([CH3:27])([CH3:26])[CH3:25], predict the reactants needed to synthesize it.